The task is: Predict the reactants needed to synthesize the given product.. This data is from Full USPTO retrosynthesis dataset with 1.9M reactions from patents (1976-2016). (1) Given the product [CH2:1]([O:3][C:4](=[O:21])[C:5]([C:7]1[CH:8]=[CH:9][C:10]([N:13]2[C:14]3=[N:15][CH:16]=[CH:17][CH:18]=[C:19]3[N:20]=[CH:22]2)=[CH:11][CH:12]=1)=[O:6])[CH3:2], predict the reactants needed to synthesize it. The reactants are: [CH2:1]([O:3][C:4](=[O:21])[C:5]([C:7]1[CH:12]=[CH:11][C:10]([NH:13][C:14]2[C:19]([NH2:20])=[CH:18][CH:17]=[CH:16][N:15]=2)=[CH:9][CH:8]=1)=[O:6])[CH3:2].[CH:22](OCC)(OCC)OCC. (2) Given the product [CH2:33]([C:21]1[CH:20]=[C:19]([NH:18][C:16]2[N:15]=[CH:14][N:13]=[C:12]3[NH:11][N:10]=[C:9]([O:8][CH2:7][CH2:6][N:39]4[CH2:40][CH2:41][CH:36]([OH:35])[CH2:37][CH2:38]4)[C:17]=23)[CH:24]=[CH:23][C:22]=1[O:25][CH2:26][C:27]1[CH:32]=[CH:31][CH:30]=[CH:29][N:28]=1)[CH3:34], predict the reactants needed to synthesize it. The reactants are: CS(O[CH2:6][CH2:7][O:8][C:9]1[C:17]2[C:12](=[N:13][CH:14]=[N:15][C:16]=2[NH:18][C:19]2[CH:24]=[CH:23][C:22]([O:25][CH2:26][C:27]3[CH:32]=[CH:31][CH:30]=[CH:29][N:28]=3)=[C:21]([CH2:33][CH3:34])[CH:20]=2)[NH:11][N:10]=1)(=O)=O.[OH:35][CH:36]1[CH2:41][CH2:40][NH:39][CH2:38][CH2:37]1. (3) The reactants are: Cl[C:2]1[CH:3]=[C:4]([N:13]([CH:23]2[CH2:25][CH2:24]2)[CH2:14][C:15]2[CH:20]=[CH:19][C:18]([O:21][CH3:22])=[CH:17][CH:16]=2)[C:5]2[N:6]([C:8]([C:11]#[N:12])=[CH:9][N:10]=2)[N:7]=1.[C:26]1([NH2:33])[CH:31]=[CH:30][CH:29]=[C:28]([NH2:32])[CH:27]=1.C(=O)([O-])[O-].[Cs+].[Cs+].CC1(C)C2C(=C(P(C3C=CC=CC=3)C3C=CC=CC=3)C=CC=2)OC2C(P(C3C=CC=CC=3)C3C=CC=CC=3)=CC=CC1=2. Given the product [NH2:32][C:28]1[CH:27]=[C:26]([NH:33][C:2]2[CH:3]=[C:4]([N:13]([CH:23]3[CH2:25][CH2:24]3)[CH2:14][C:15]3[CH:20]=[CH:19][C:18]([O:21][CH3:22])=[CH:17][CH:16]=3)[C:5]3[N:6]([C:8]([C:11]#[N:12])=[CH:9][N:10]=3)[N:7]=2)[CH:31]=[CH:30][CH:29]=1, predict the reactants needed to synthesize it. (4) Given the product [CH3:1][NH:2][C:3]1[C:12]([C:13]([OH:15])=[O:14])=[CH:11][C:10]2[C:5](=[N:6][CH:7]=[CH:8][CH:9]=2)[N:4]=1, predict the reactants needed to synthesize it. The reactants are: [CH3:1][NH:2][C:3]1[C:12]([C:13]([O:15]CC)=[O:14])=[CH:11][C:10]2[C:5](=[N:6][CH:7]=[CH:8][CH:9]=2)[N:4]=1.[OH-].[Na+]. (5) Given the product [C:27]([O:31][C:32](=[O:41])[NH:33][C@H:34]1[CH2:35][CH2:36][C@H:37]([NH:40][C:24]([C:21]2[C:17]3[N:18]=[CH:19][N:20]=[C:15]([C:7]4[C:8]5[O:12][CH2:11][O:10][C:9]=5[CH:13]=[CH:14][C:6]=4[O:5][CH2:4][CH:1]4[CH2:3][CH2:2]4)[C:16]=3[NH:23][CH:22]=2)=[O:25])[CH2:38][CH2:39]1)([CH3:30])([CH3:28])[CH3:29], predict the reactants needed to synthesize it. The reactants are: [CH:1]1([CH2:4][O:5][C:6]2[CH:14]=[CH:13][C:9]3[O:10][CH2:11][O:12][C:8]=3[C:7]=2[C:15]2[C:16]3[NH:23][CH:22]=[C:21]([C:24](O)=[O:25])[C:17]=3[N:18]=[CH:19][N:20]=2)[CH2:3][CH2:2]1.[C:27]([O:31][C:32](=[O:41])[NH:33][C@H:34]1[CH2:39][CH2:38][C@H:37]([NH2:40])[CH2:36][CH2:35]1)([CH3:30])([CH3:29])[CH3:28]. (6) Given the product [NH2:18][CH2:17][CH2:16][NH:19][C:9](=[O:10])[O:11][C:12]([CH3:13])([CH3:14])[CH3:15], predict the reactants needed to synthesize it. The reactants are: [C:12]([O:11][C:9](O[C:9]([O:11][C:12]([CH3:15])([CH3:14])[CH3:13])=[O:10])=[O:10])([CH3:15])([CH3:14])[CH3:13].[CH2:16]([NH2:19])[CH2:17][NH2:18].CCOC(C)=O.CO. (7) Given the product [C:5]([O:7][CH3:32])(=[O:6])[C:4]1[CH:3]=[CH:2][C:10]([C:26]([O:28][CH3:29])=[O:27])=[CH:9][CH:8]=1, predict the reactants needed to synthesize it. The reactants are: C(O)(=O)[C:2]1[CH:10]=[CH:9][CH:8]=[C:4]([C:5]([OH:7])=[O:6])[CH:3]=1.C(C1C[C:29](=O)[O:28][C:26]1=[O:27])=CCCCCCCCCCC.[CH2:32]1OC1.OC1C=CC(C(C2C=CC(O)=CC=2)(C)C)=CC=1.C1OC1C.OC1C=CC(C(C2C=CC(O)=CC=2)(C)C)=CC=1. (8) The reactants are: I[C:2]1[CH:10]=[CH:9][C:8]([S:11]([CH3:14])(=[O:13])=[O:12])=[CH:7][C:3]=1[C:4]([OH:6])=[O:5].[Cl:15][C:16]1[CH:21]=[CH:20][C:19](B(O)O)=[CH:18][CH:17]=1. Given the product [Cl:15][C:16]1[CH:21]=[CH:20][C:19]([C:2]2[C:3]([C:4]([OH:6])=[O:5])=[CH:7][C:8]([S:11]([CH3:14])(=[O:13])=[O:12])=[CH:9][CH:10]=2)=[CH:18][CH:17]=1, predict the reactants needed to synthesize it. (9) Given the product [Cl:12][C:13]1[CH:14]=[C:15]([CH:31]=[CH:32][CH:33]=1)[CH2:16][C:17]1[S:21][C:20]([C:22]([C:24]2[C:29]([NH:2][C@@H:3]3[CH2:7][C@H:6]([CH2:8][OH:9])[C@@H:5]([OH:10])[C@@H:4]3[F:11])=[N:28][CH:27]=[N:26][CH:25]=2)=[O:23])=[CH:19][CH:18]=1, predict the reactants needed to synthesize it. The reactants are: Cl.[NH2:2][C@@H:3]1[CH2:7][C@H:6]([CH2:8][OH:9])[C@@H:5]([OH:10])[C@@H:4]1[F:11].[Cl:12][C:13]1[CH:14]=[C:15]([CH:31]=[CH:32][CH:33]=1)[CH2:16][C:17]1[S:21][C:20]([C:22]([C:24]2[C:25](Cl)=[N:26][CH:27]=[N:28][CH:29]=2)=[O:23])=[CH:19][CH:18]=1.C(N(CC)C(C)C)(C)C. (10) Given the product [CH3:1][O:2][C:3](=[O:11])[C:4]1[CH:9]=[CH:8][CH:7]=[C:6]([NH:10][C:17]([C:16]2[CH:15]=[N:14][C:13]([Cl:12])=[CH:21][CH:20]=2)=[O:18])[CH:5]=1, predict the reactants needed to synthesize it. The reactants are: [CH3:1][O:2][C:3](=[O:11])[C:4]1[CH:9]=[CH:8][CH:7]=[C:6]([NH2:10])[CH:5]=1.[Cl:12][C:13]1[CH:21]=[CH:20][C:16]([C:17](Cl)=[O:18])=[CH:15][N:14]=1.ClC1C=CC(C(NC2C=CC(I)=C(C)C=2)=O)=CN=1.